Dataset: Reaction yield outcomes from USPTO patents with 853,638 reactions. Task: Predict the reaction yield, written as a fraction of the theoretical maximum amount of product (1.0 means a 100% yield; for example, 0.34 means a 34% yield). (1) The reactants are Cl[C:2]1[N:3]([CH2:28][CH2:29][CH3:30])[C:4](=[O:27])[C:5]2[NH:6][C:7]([C:11]3[CH:12]=[N:13][N:14]([CH2:16][C:17]4[CH:22]=[CH:21][CH:20]=[C:19]([C:23]([F:26])([F:25])[F:24])[CH:18]=4)[CH:15]=3)=[N:8][C:9]=2[N:10]=1.[CH2:31](N(CC)CC)[CH3:32].Cl.C([NH:41][CH2:42][C:43]([OH:45])=[O:44])C.C(OCC)(=O)C. The catalyst is CN1C(=O)CCC1. The product is [CH2:31]([O:45][C:43](=[O:44])[CH2:42][NH:41][C:2]1[N:3]([CH2:28][CH2:29][CH3:30])[C:4](=[O:27])[C:5]2[NH:6][C:7]([C:11]3[CH:12]=[N:13][N:14]([CH2:16][C:17]4[CH:22]=[CH:21][CH:20]=[C:19]([C:23]([F:26])([F:24])[F:25])[CH:18]=4)[CH:15]=3)=[N:8][C:9]=2[N:10]=1)[CH3:32]. The yield is 0.690. (2) The reactants are [CH2:1]([O:3][C:4](=[O:12])[C:5](=O)[C:6]1[S:7][CH:8]=[CH:9][CH:10]=1)[CH3:2].[C:13]([O:17][C:18]([NH:20][NH2:21])=[O:19])([CH3:16])([CH3:15])[CH3:14]. The catalyst is C(O)C. The product is [CH2:1]([O:3][C:4](=[O:12])[C:5](=[N:21][NH:20][C:18]([O:17][C:13]([CH3:16])([CH3:15])[CH3:14])=[O:19])[C:6]1[S:7][CH:8]=[CH:9][CH:10]=1)[CH3:2]. The yield is 0.690. (3) The reactants are [CH2:1]([C@@H:8]([C@@H:22]([OH:51])[CH2:23][C@H:24]([CH2:38][C:39]1[CH:44]=[CH:43][C:42]([C:45]2[CH:50]=[CH:49][CH:48]=[CH:47][N:46]=2)=[CH:41][CH:40]=1)[NH:25][C:26](=[O:37])[C@H:27]([C:33]([CH3:36])([CH3:35])[CH3:34])[NH:28][C:29](=[O:32])[O:30][CH3:31])[NH:9][C:10](=[O:21])[C@@H:11]([NH:16][C:17](=[O:20])[O:18][CH3:19])[C:12]([CH3:15])([CH3:14])[CH3:13])[C:2]1[CH:7]=[CH:6][CH:5]=[CH:4][CH:3]=1.[CH2:52]([S:54][CH2:55][CH3:56])[CH3:53].C(OOC(=O)C1C=CC=CC=1)(=O)C1C=CC=CC=1. The catalyst is C(#N)C.C(OCC)(=O)C. The product is [CH2:1]([C@H:8]([NH:9][C:10]([C@@H:11]([NH:16][C:17](=[O:20])[O:18][CH3:19])[C:12]([CH3:13])([CH3:14])[CH3:15])=[O:21])[C@@H:22]([O:51][CH:52]([S:54][CH2:55][CH3:56])[CH3:53])[CH2:23][C@@H:24]([NH:25][C:26](=[O:37])[C@H:27]([C:33]([CH3:36])([CH3:35])[CH3:34])[NH:28][C:29]([O:30][CH3:31])=[O:32])[CH2:38][C:39]1[CH:44]=[CH:43][C:42]([C:45]2[CH:50]=[CH:49][CH:48]=[CH:47][N:46]=2)=[CH:41][CH:40]=1)[C:2]1[CH:3]=[CH:4][CH:5]=[CH:6][CH:7]=1. The yield is 0.840. (4) The catalyst is C(Cl)Cl. The reactants are [C:1]12([N:11]=[C:12]=[O:13])[CH2:10][CH:5]3[CH2:6][CH:7]([CH2:9][CH:3]([CH2:4]3)[CH2:2]1)[CH2:8]2.[S:14]1[CH:18]=[CH:17][CH:16]=[C:15]1[CH2:19][NH2:20]. The product is [C:1]12([NH:11][C:12]([NH:20][CH2:19][C:15]3[S:14][CH:18]=[CH:17][CH:16]=3)=[O:13])[CH2:10][CH:5]3[CH2:6][CH:7]([CH2:9][CH:3]([CH2:4]3)[CH2:2]1)[CH2:8]2. The yield is 0.450. (5) The product is [CH3:1][N:2]([CH2:4][CH2:5][CH2:6][C:7]1([C:18]2[CH:23]=[CH:22][C:21]([F:24])=[CH:20][CH:19]=2)[O:15][CH2:14][C:13]2[CH:12]=[C:11]([C:16]#[N:17])[CH:10]=[CH:9][C:8]1=2)[CH3:3].[BrH:31]. The reactants are [CH3:1][N:2]([CH2:4][CH2:5][CH2:6][C:7]1([C:18]2[CH:19]=[CH:20][C:21]([F:24])=[CH:22][CH:23]=2)[O:15][CH2:14][C:13]2[CH:12]=[C:11]([C:16]#[N:17])[CH:10]=[CH:9][C:8]1=2)[CH3:3].C(O)(=O)C.C[Si](C)(C)[Br:31].C(OCC)C. The catalyst is C(#N)C. The yield is 0.745. (6) The reactants are FC(F)(F)S(O[C:7]1[C:8]2[S:23][CH2:22][CH2:21][CH2:20][C:9]=2[N:10]=[C:11]([C:13]2[CH:18]=[CH:17][CH:16]=[C:15]([Cl:19])[CH:14]=2)[N:12]=1)(=O)=O.[NH2:26][C:27]1[CH:32]=[CH:31][C:30]([CH2:33][CH2:34][OH:35])=[CH:29][CH:28]=1. No catalyst specified. The product is [Cl:19][C:15]1[CH:14]=[C:13]([C:11]2[N:12]=[C:7]([NH:26][C:27]3[CH:32]=[CH:31][C:30]([CH2:33][CH2:34][OH:35])=[CH:29][CH:28]=3)[C:8]3[S:23][CH2:22][CH2:21][CH2:20][C:9]=3[N:10]=2)[CH:18]=[CH:17][CH:16]=1. The yield is 0.870. (7) The product is [Cl:15][CH2:16][CH2:17][C@@H:18]([N:6]1[C:7]2[CH:12]=[CH:11][CH:10]=[CH:9][C:8]=2[N:4]([CH:1]([CH3:3])[CH3:2])[S:5]1(=[O:13])=[O:14])[C:20]1[CH:25]=[C:24]([F:26])[CH:23]=[C:22]([Cl:27])[CH:21]=1. The yield is 0.820. The catalyst is O1CCCC1. The reactants are [CH:1]([N:4]1[C:8]2[CH:9]=[CH:10][CH:11]=[CH:12][C:7]=2[NH:6][S:5]1(=[O:14])=[O:13])([CH3:3])[CH3:2].[Cl:15][CH2:16][CH2:17][C@@H:18]([C:20]1[CH:25]=[C:24]([F:26])[CH:23]=[C:22]([Cl:27])[CH:21]=1)O.C1(P(C2C=CC=CC=2)C2C=CC=CC=2)C=CC=CC=1.N(C(OC(C)C)=O)=NC(OC(C)C)=O. (8) The reactants are CC1C=CC2C(=CC=CC=2N2CCN(CCC3C=C(C=CC=3)N)CC2)N=1.[Cl:27]CCN=C=O.[CH3:33][C:34]1[CH:43]=[CH:42][C:41]2[C:36](=[CH:37][CH:38]=[CH:39][C:40]=2[N:44]2[CH2:49][CH2:48][N:47]([CH2:50][CH2:51][C:52]3[CH:53]=[C:54]([N:58]4[CH2:62][CH2:61][NH:60][C:59]4=[O:63])[CH:55]=[CH:56][CH:57]=3)[CH2:46][CH2:45]2)[N:35]=1. No catalyst specified. The product is [ClH:27].[ClH:27].[CH3:33][C:34]1[CH:43]=[CH:42][C:41]2[C:36](=[CH:37][CH:38]=[CH:39][C:40]=2[N:44]2[CH2:49][CH2:48][N:47]([CH2:50][CH2:51][C:52]3[CH:53]=[C:54]([N:58]4[CH2:62][CH2:61][NH:60][C:59]4=[O:63])[CH:55]=[CH:56][CH:57]=3)[CH2:46][CH2:45]2)[N:35]=1. The yield is 0.220.